This data is from Full USPTO retrosynthesis dataset with 1.9M reactions from patents (1976-2016). The task is: Predict the reactants needed to synthesize the given product. (1) Given the product [N+:1]([C:4]1[CH:5]=[N:6][N:7]([CH2:9][C@H:10]([OH:11])[CH2:12][OH:13])[CH:8]=1)([O-:3])=[O:2], predict the reactants needed to synthesize it. The reactants are: [N+:1]([C:4]1[CH:5]=[N:6][NH:7][CH:8]=1)([O-:3])=[O:2].[CH2:9]1[O:11][C@H:10]1[CH2:12][OH:13].C([O-])([O-])=O.[K+].[K+]. (2) Given the product [CH2:41]([N:10]1[CH2:11][CH2:12][CH2:13][C:8](=[CH:7][C:6]2[CH:21]=[C:2]([F:1])[CH:3]=[CH:4][C:5]=2[S:22]([NH:23][C:24]2[C:33]([C:34]([O:36][CH3:37])=[O:35])=[C:32]3[C:27]([C@H:28]4[CH2:38][C@H:29]4[CH2:30][O:31]3)=[CH:26][CH:25]=2)(=[O:39])=[O:40])[CH2:9]1)[CH3:43], predict the reactants needed to synthesize it. The reactants are: [F:1][C:2]1[CH:3]=[CH:4][C:5]([S:22](=[O:40])(=[O:39])[NH:23][C:24]2[CH:25]=[CH:26][C:27]3[C@H:28]4[CH2:38][C@H:29]4[CH2:30][O:31][C:32]=3[C:33]=2[C:34]([O:36][CH3:37])=[O:35])=[C:6]([CH:21]=1)[CH:7]=[C:8]1[CH2:13][CH2:12][CH2:11][N:10](C(OC(C)(C)C)=O)[CH2:9]1.[C:41](O)([C:43](F)(F)F)=O. (3) Given the product [C:11]([O:15][C:16]([N:18]1[CH2:31][CH2:30][C:21]2([CH2:22][CH:23]([O:8][C:3]3[CH:4]=[CH:5][CH:6]=[CH:7][C:2]=3[F:1])[CH2:24]2)[CH2:20][CH2:19]1)=[O:17])([CH3:14])([CH3:12])[CH3:13], predict the reactants needed to synthesize it. The reactants are: [F:1][C:2]1[CH:7]=[CH:6][CH:5]=[CH:4][C:3]=1[OH:8].[H-].[Na+].[C:11]([O:15][C:16]([N:18]1[CH2:31][CH2:30][C:21]2([CH2:24][CH:23](OS(C)(=O)=O)[CH2:22]2)[CH2:20][CH2:19]1)=[O:17])([CH3:14])([CH3:13])[CH3:12].O.